Dataset: Catalyst prediction with 721,799 reactions and 888 catalyst types from USPTO. Task: Predict which catalyst facilitates the given reaction. (1) Reactant: C[N+]([O-:5])(C)C.Br[CH2:7][C:8]1[C:16]2[C:11](=[N:12][CH:13]=[CH:14][CH:15]=2)[N:10]([C:17]([O:19][C:20]([CH3:23])([CH3:22])[CH3:21])=[O:18])[N:9]=1. Product: [CH:7]([C:8]1[C:16]2[C:11](=[N:12][CH:13]=[CH:14][CH:15]=2)[N:10]([C:17]([O:19][C:20]([CH3:23])([CH3:22])[CH3:21])=[O:18])[N:9]=1)=[O:5]. The catalyst class is: 4. (2) Reactant: [C:1]([C:3]1[CH:11]=[CH:10][C:9]2[NH:8][C:7]3[CH:12]([C:15]([O:17][CH2:18][CH3:19])=O)[CH2:13][CH2:14][C:6]=3[C:5]=2[CH:4]=1)#[N:2].[NH2:20][OH:21].[OH2:22]. Product: [OH:21][N:20]=[C:1]([C:3]1[CH:11]=[CH:10][C:9]2[NH:8][C:7]3[CH:12]([C:15]([O:17][CH2:18][CH3:19])=[O:22])[CH2:13][CH2:14][C:6]=3[C:5]=2[CH:4]=1)[NH2:2]. The catalyst class is: 8. (3) Reactant: [O:1]1[CH2:10][CH:2]1[CH2:3][C:4]1[CH:9]=[CH:8][CH:7]=[CH:6][CH:5]=1.[N-:11]=[N+:12]=[N-:13].[Na+]. Product: [N:11]([CH2:10][CH:2]([OH:1])[CH2:3][C:4]1[CH:9]=[CH:8][CH:7]=[CH:6][CH:5]=1)=[N+:12]=[N-:13]. The catalyst class is: 18. (4) Reactant: [N+:1]([CH2:4][CH:5]([CH:7]1[CH2:11][CH2:10][CH2:9][O:8]1)[OH:6])([O-])=O. Product: [NH2:1][CH2:4][CH:5]([CH:7]1[CH2:11][CH2:10][CH2:9][O:8]1)[OH:6]. The catalyst class is: 43. (5) Reactant: [OH:1][CH2:2][C:3]1([CH2:6][OH:7])[CH2:5][CH2:4]1.C(N(CC)CC)C.[CH3:15][S:16](Cl)(=[O:18])=[O:17]. Product: [S:16]([O:1][CH2:2][C:3]1([CH2:6][O:7][S:16]([CH3:15])(=[O:18])=[O:17])[CH2:5][CH2:4]1)([CH3:15])(=[O:18])=[O:17]. The catalyst class is: 4. (6) Reactant: C[Si]([C:5]#[C:6][C:7]1[CH:8]=[C:9]([CH:14]=[CH:15][N:16]=1)[C:10]([O:12][CH3:13])=[O:11])(C)C.CCCC[N+](CCCC)(CCCC)CCCC.[F-]. Product: [C:6]([C:7]1[CH:8]=[C:9]([CH:14]=[CH:15][N:16]=1)[C:10]([O:12][CH3:13])=[O:11])#[CH:5]. The catalyst class is: 56. (7) Reactant: [CH3:1][O:2][C:3](=[O:16])[C@H:4]([OH:15])[C@H:5]([NH2:14])[CH2:6][C:7]1[CH:12]=[CH:11][CH:10]=[CH:9][C:8]=1[Cl:13].CN(C(ON1N=N[C:27]2C=CC=N[C:26]1=2)=[N+](C)C)C.F[P-](F)(F)(F)(F)F.[NH:41]1[C:45]([C:46]([OH:48])=[O:47])=[CH:44][C:43]([C:49]([OH:51])=O)=[N:42]1.[CH3:52]CN(C(C)C)C(C)C. Product: [CH2:26]([O:48][C:46]([C:45]1[NH:41][N:42]=[C:43]([C:49](=[O:51])[NH:14][C@H:5]([CH2:6][C:7]2[CH:12]=[CH:11][CH:10]=[CH:9][C:8]=2[Cl:13])[C@H:4]([C:3]([O:2][CH2:1][CH3:52])=[O:16])[OH:15])[CH:44]=1)=[O:47])[CH3:27]. The catalyst class is: 31.